This data is from Reaction yield outcomes from USPTO patents with 853,638 reactions. The task is: Predict the reaction yield, written as a fraction of the theoretical maximum amount of product (1.0 means a 100% yield; for example, 0.34 means a 34% yield). (1) The reactants are O=[CH:2][CH2:3][C:4]1[CH:13]=[CH:12][CH:11]=[C:10]2[C:5]=1[CH:6]=[CH:7][C:8]1[N:9]2[N:14]=[N:15][C:16]=1[C:17]([O:19][CH2:20][CH3:21])=[O:18].[CH3:22][C:23]1[CH:32]=[CH:31][C:30]2[C:25](=[CH:26][CH:27]=[CH:28][C:29]=2[CH:33]2[CH2:38][CH2:37][NH:36][CH2:35][CH2:34]2)[N:24]=1.C(O[BH-](OC(=O)C)OC(=O)C)(=O)C.[Na+].[Cl:53]CCCl. No catalyst specified. The product is [ClH:53].[ClH:53].[CH3:22][C:23]1[CH:32]=[CH:31][C:30]2[C:25](=[CH:26][CH:27]=[CH:28][C:29]=2[CH:33]2[CH2:38][CH2:37][N:36]([CH2:2][CH2:3][C:4]3[CH:13]=[CH:12][CH:11]=[C:10]4[C:5]=3[CH:6]=[CH:7][C:8]3[N:9]4[N:14]=[N:15][C:16]=3[C:17]([O:19][CH2:20][CH3:21])=[O:18])[CH2:35][CH2:34]2)[N:24]=1. The yield is 0.940. (2) The reactants are [CH:1]([C:4]1[C:12]2[C:11]3[CH:13]=[CH:14][CH:15]=[CH:16][C:10]=3[O:9][C:8]=2[C:7]([NH:17]C(=O)C)=[C:6]([CH:21]([CH3:23])[CH3:22])[CH:5]=1)([CH3:3])[CH3:2].Cl.C(=O)([O-])[O-].[Na+].[Na+]. The catalyst is CO. The product is [CH:1]([C:4]1[C:12]2[C:11]3[CH:13]=[CH:14][CH:15]=[CH:16][C:10]=3[O:9][C:8]=2[C:7]([NH2:17])=[C:6]([CH:21]([CH3:23])[CH3:22])[CH:5]=1)([CH3:3])[CH3:2]. The yield is 0.810. (3) The reactants are [OH:1][C:2]1[CH:6]=[C:5]([C:7]([O:9][CH3:10])=[O:8])[O:4][N:3]=1.C(=O)([O-])[O-].[K+].[K+].[CH2:17](Br)[C:18]1[CH:23]=[CH:22][CH:21]=[CH:20][CH:19]=1. The catalyst is CC(C)=O. The product is [CH2:17]([O:1][C:2]1[CH:6]=[C:5]([C:7]([O:9][CH3:10])=[O:8])[O:4][N:3]=1)[C:18]1[CH:23]=[CH:22][CH:21]=[CH:20][CH:19]=1. The yield is 0.590. (4) The reactants are [F:1][C:2]1[CH:3]=[CH:4][C:5]([CH2:8][CH2:9][N:10]2[CH2:15][CH2:14][NH:13][C:12](=[O:16])[CH2:11]2)=[N:6][CH:7]=1.Br[C:18]1[CH:23]=[CH:22][C:21]2[C:24]3[CH2:25][N:26]([C:32]([O:34][C:35]([CH3:38])([CH3:37])[CH3:36])=[O:33])[CH2:27][CH2:28][CH2:29][C:30]=3[O:31][C:20]=2[CH:19]=1.C([O-])([O-])=O.[Cs+].[Cs+].CN[C@@H]1CCCC[C@H]1NC. The product is [F:1][C:2]1[CH:3]=[CH:4][C:5]([CH2:8][CH2:9][N:10]2[CH2:15][CH2:14][N:13]([C:18]3[CH:23]=[CH:22][C:21]4[C:24]5[CH2:25][N:26]([C:32]([O:34][C:35]([CH3:38])([CH3:37])[CH3:36])=[O:33])[CH2:27][CH2:28][CH2:29][C:30]=5[O:31][C:20]=4[CH:19]=3)[C:12](=[O:16])[CH2:11]2)=[N:6][CH:7]=1. The yield is 0.610. The catalyst is C1(C)C=CC=CC=1.[Cu]I. (5) The reactants are O1CCCC1.C(OC([N:13]([CH2:45][C:46]([O:48]C(C)(C)C)=[O:47])[C:14]1[CH:19]=[CH:18][CH:17]=[C:16]([CH:20]([CH2:31][C:32]2[CH:37]=[CH:36][C:35]([C:38]3([CH2:41][CH2:42][CH2:43][CH3:44])[CH2:40][CH2:39]3)=[CH:34][CH:33]=2)[NH:21][S:22]([C:25]2[N:26]=[CH:27][N:28]([CH3:30])[CH:29]=2)(=[O:24])=[O:23])[N:15]=1)=O)(C)(C)C.Cl. The catalyst is O. The product is [CH2:41]([C:38]1([C:35]2[CH:34]=[CH:33][C:32]([CH2:31][CH:20]([NH:21][S:22]([C:25]3[N:26]=[CH:27][N:28]([CH3:30])[CH:29]=3)(=[O:23])=[O:24])[C:16]3[N:15]=[C:14]([NH:13][CH2:45][C:46]([OH:48])=[O:47])[CH:19]=[CH:18][CH:17]=3)=[CH:37][CH:36]=2)[CH2:40][CH2:39]1)[CH2:42][CH2:43][CH3:44]. The yield is 0.860. (6) The reactants are [NH2:1][C:2]1[N:7]=[CH:6][C:5]([C:8]2[CH:9]=[C:10]([NH2:19])[C:11]([NH:14][C:15]([CH3:18])([CH3:17])[CH3:16])=[CH:12][CH:13]=2)=[CH:4][N:3]=1.[Cl:20][C:21]1[CH:22]=[CH:23][C:24]([N:29]2[CH:33]=[CH:32][CH:31]=[N:30]2)=[C:25]([CH:28]=1)[CH:26]=O.OOS([O-])=O.[K+].S([O-])([O-])(=O)=S.[Na+].[Na+]. The catalyst is CN(C=O)C.O. The product is [C:15]([N:14]1[C:11]2[CH:12]=[CH:13][C:8]([C:5]3[CH:4]=[N:3][C:2]([NH2:1])=[N:7][CH:6]=3)=[CH:9][C:10]=2[N:19]=[C:26]1[C:25]1[CH:28]=[C:21]([Cl:20])[CH:22]=[CH:23][C:24]=1[N:29]1[CH:33]=[CH:32][CH:31]=[N:30]1)([CH3:16])([CH3:18])[CH3:17]. The yield is 0.230. (7) The reactants are [O:1]=[S:2]1(=[O:15])[CH2:7][CH2:6][N:5]([C:8]([O:10][C:11]([CH3:14])([CH3:13])[CH3:12])=[O:9])[CH2:4][CH2:3]1.[Li+].CC([N-]C(C)C)C.Br[CH2:25][C:26]([O:28][CH2:29][CH3:30])=[O:27].[NH4+].[Cl-]. The catalyst is C1COCC1.CCOC(C)=O. The product is [CH2:29]([O:28][C:26](=[O:27])[CH2:25][CH:3]1[S:2](=[O:1])(=[O:15])[CH2:7][CH2:6][N:5]([C:8]([O:10][C:11]([CH3:12])([CH3:14])[CH3:13])=[O:9])[CH2:4]1)[CH3:30]. The yield is 0.440. (8) The yield is 0.590. The product is [CH3:37][N:38]([CH3:42])[CH2:39][CH2:40][NH:41][C:24]([C:19]1[NH:20][C:21]2[C:17]([C:18]=1[C:27]1[CH:32]=[CH:31][CH:30]=[C:29]([C:33]([F:36])([F:34])[F:35])[CH:28]=1)=[CH:16][C:15]([NH:14][S:11]([C:8]1[CH:9]=[CH:10][C:5]([C:1]([CH3:4])([CH3:3])[CH3:2])=[CH:6][CH:7]=1)(=[O:13])=[O:12])=[CH:23][CH:22]=2)=[O:25]. The catalyst is ClCCl.CO. The reactants are [C:1]([C:5]1[CH:10]=[CH:9][C:8]([S:11]([NH:14][C:15]2[CH:16]=[C:17]3[C:21](=[CH:22][CH:23]=2)[NH:20][C:19]([C:24](O)=[O:25])=[C:18]3[C:27]2[CH:32]=[CH:31][CH:30]=[C:29]([C:33]([F:36])([F:35])[F:34])[CH:28]=2)(=[O:13])=[O:12])=[CH:7][CH:6]=1)([CH3:4])([CH3:3])[CH3:2].[CH3:37][N:38]([CH3:42])[CH2:39][CH2:40][NH2:41].